Task: Predict the product of the given reaction.. Dataset: Forward reaction prediction with 1.9M reactions from USPTO patents (1976-2016) (1) The product is: [CH:15]([O:14][C:11]1[CH:10]=[CH:9][CH:8]=[C:7]2[C:12]=1[CH:13]=[C:5]([C:3]([OH:4])=[O:2])[NH:6]2)([CH3:17])[CH3:16]. Given the reactants C[O:2][C:3]([C:5]1[NH:6][C:7]2[C:12]([CH:13]=1)=[C:11]([O:14][CH:15]([CH3:17])[CH3:16])[CH:10]=[CH:9][CH:8]=2)=[O:4].[Li+].[OH-].O, predict the reaction product. (2) Given the reactants [C:1]([O:5][C:6]([N:8]1[CH2:13][CH2:12][CH:11]([N:14]2[C:18]3=[N:19][CH:20]=[N:21][C:22]([O:23][C:24]4[CH:29]=[CH:28][C:27]([S:30]([CH3:33])(=[O:32])=[O:31])=[CH:26][C:25]=4[F:34])=[C:17]3[CH:16]=[N:15]2)[CH2:10][CH2:9]1)=[O:7])(C)([CH3:3])[CH3:2].Cl.C(N(CC)CC)C.ClC(OC(C)C)=O, predict the reaction product. The product is: [CH:1]([O:5][C:6]([N:8]1[CH2:13][CH2:12][CH:11]([N:14]2[C:18]3=[N:19][CH:20]=[N:21][C:22]([O:23][C:24]4[CH:29]=[CH:28][C:27]([S:30]([CH3:33])(=[O:32])=[O:31])=[CH:26][C:25]=4[F:34])=[C:17]3[CH:16]=[N:15]2)[CH2:10][CH2:9]1)=[O:7])([CH3:3])[CH3:2].